From a dataset of Reaction yield outcomes from USPTO patents with 853,638 reactions. Predict the reaction yield, written as a fraction of the theoretical maximum amount of product (1.0 means a 100% yield; for example, 0.34 means a 34% yield). (1) The product is [O:1]1[CH2:2][CH2:3][CH:4]([C:7]2[CH:11]=[C:10]([NH:12][C:22](=[O:30])[O:23][C:24]3[CH:29]=[CH:28][CH:27]=[CH:26][CH:25]=3)[O:9][N:8]=2)[CH2:5][CH2:6]1. The yield is 0.560. No catalyst specified. The reactants are [O:1]1[CH2:6][CH2:5][CH:4]([C:7]2[CH:11]=[C:10]([NH2:12])[O:9][N:8]=2)[CH2:3][CH2:2]1.C(C1C=C(N[C:22](=[O:30])[O:23][C:24]2[CH:29]=[CH:28][CH:27]=[CH:26][CH:25]=2)ON=1)(C)C. (2) The reactants are [Cl:1][C:2]1[CH:24]=[CH:23][C:5]([C:6]([N:8]2[C:16]3[C:11](=[CH:12][C:13]([O:17][CH3:18])=[CH:14][CH:15]=3)[C:10]([CH2:19][C:20](Cl)=[O:21])=[CH:9]2)=[O:7])=[CH:4][CH:3]=1.[F:25][C:26]([F:32])([F:31])[S:27]([NH2:30])(=[O:29])=[O:28].C(Cl)Cl.N1C=CC=CC=1. The catalyst is ClCCCl. The product is [Cl:1][C:2]1[CH:24]=[CH:23][C:5]([C:6]([N:8]2[C:16]3[C:11](=[CH:12][C:13]([O:17][CH3:18])=[CH:14][CH:15]=3)[C:10]([CH2:19][C:20]([NH:30][S:27]([C:26]([F:32])([F:31])[F:25])(=[O:29])=[O:28])=[O:21])=[CH:9]2)=[O:7])=[CH:4][CH:3]=1. The yield is 0.700. (3) The reactants are [N+:1]([C:4]1[CH:17]=[CH:16][C:15]2[C:14]3[C:9](=[CH:10][CH:11]=[CH:12][CH:13]=3)[CH2:8][CH2:7][C:6]=2[CH:5]=1)([O-:3])=[O:2].ClC1C(=O)C(C#N)=C(C#N)C(=O)C=1Cl. The catalyst is O1CCOCC1. The product is [N+:1]([C:4]1[CH:17]=[CH:16][C:15]2[C:14]3[C:9](=[CH:10][CH:11]=[CH:12][CH:13]=3)[CH:8]=[CH:7][C:6]=2[CH:5]=1)([O-:3])=[O:2]. The yield is 0.600. (4) The reactants are [F:1][C:2]1[CH:10]=[CH:9][CH:8]=[C:7]2[C:3]=1[C:4]([C:18]([OH:20])=O)=[CH:5][N:6]2[CH2:11][CH2:12][O:13][C:14]([F:17])([F:16])[F:15].Cl.[F:22][C:23]([F:42])([F:41])[C:24]([NH:26][CH2:27][C:28]1[CH:33]=[CH:32][C:31]([F:34])=[C:30]([CH:35]2[CH2:40][CH2:39][NH:38][CH2:37][CH2:36]2)[CH:29]=1)=[O:25].CCN=C=NCCCN(C)C.CCN(CC)CC. The catalyst is C(Cl)Cl.CCOC(C)=O. The product is [F:41][C:23]([F:22])([F:42])[C:24]([NH:26][CH2:27][C:28]1[CH:33]=[CH:32][C:31]([F:34])=[C:30]([CH:35]2[CH2:40][CH2:39][N:38]([C:18]([C:4]3[C:3]4[C:7](=[CH:8][CH:9]=[CH:10][C:2]=4[F:1])[N:6]([CH2:11][CH2:12][O:13][C:14]([F:15])([F:16])[F:17])[CH:5]=3)=[O:20])[CH2:37][CH2:36]2)[CH:29]=1)=[O:25]. The yield is 0.490.